Dataset: Reaction yield outcomes from USPTO patents with 853,638 reactions. Task: Predict the reaction yield, written as a fraction of the theoretical maximum amount of product (1.0 means a 100% yield; for example, 0.34 means a 34% yield). (1) The reactants are [C:1]([C:5]1[N:9]([CH2:10][CH:11]2[CH2:16][CH2:15][O:14][CH2:13][CH2:12]2)[C:8]2[CH:17]=[CH:18][C:19]([NH:21]C(=O)C)=[CH:20][C:7]=2[N:6]=1)([CH3:4])([CH3:3])[CH3:2]. The yield is 1.00. The product is [C:1]([C:5]1[N:9]([CH2:10][CH:11]2[CH2:16][CH2:15][O:14][CH2:13][CH2:12]2)[C:8]2[CH:17]=[CH:18][C:19]([NH2:21])=[CH:20][C:7]=2[N:6]=1)([CH3:4])([CH3:2])[CH3:3]. The catalyst is Cl. (2) The reactants are [Br:1][C:2]1[C:7]([CH3:8])=[CH:6][CH:5]=[CH:4][N:3]=1.ClC1C=C(C=CC=1)C(OO)=[O:14]. The catalyst is ClCCl. The product is [Br:1][C:2]1[C:7]([CH3:8])=[CH:6][CH:5]=[CH:4][N+:3]=1[O-:14]. The yield is 0.780. (3) The reactants are [CH3:1][O:2][C:3]1[C:13]2[CH2:12][CH2:11][NH:10][CH2:9][CH2:8][C:7]=2[CH:6]=[CH:5][CH:4]=1.[ClH:14].CCCCCCC. The catalyst is C(O)C. The product is [ClH:14].[CH3:1][O:2][C:3]1[C:13]2[CH2:12][CH2:11][NH:10][CH2:9][CH2:8][C:7]=2[CH:6]=[CH:5][CH:4]=1. The yield is 0.630. (4) The reactants are [CH3:1][CH:2]([CH3:34])[CH2:3][C@H:4]([NH:26][C:27](=[O:33])[O:28][C:29]([CH3:32])([CH3:31])[CH3:30])[CH2:5][O:6][C:7]1[C:8]([C:23]([CH3:25])=[CH2:24])=[CH:9][C:10]2[C:19]3[C:14](=[CH:15][N:16]=[CH:17][CH:18]=3)[C:13](=[O:20])[N:12]([CH3:21])[C:11]=2[CH:22]=1.[H][H]. The catalyst is [Pd].CO.C(OCC)(=O)C. The product is [CH:23]([C:8]1[C:7]([O:6][CH2:5][C@@H:4]([NH:26][C:27](=[O:33])[O:28][C:29]([CH3:30])([CH3:31])[CH3:32])[CH2:3][CH:2]([CH3:1])[CH3:34])=[CH:22][C:11]2[N:12]([CH3:21])[C:13](=[O:20])[C:14]3[C:19]([C:10]=2[CH:9]=1)=[CH:18][CH:17]=[N:16][CH:15]=3)([CH3:25])[CH3:24]. The yield is 0.0100. (5) The yield is 0.808. The reactants are [C:1](=O)([O-])[O-].[K+].[K+].IC.[CH:9]([N:22]1[CH2:25][CH:24]([C:26]([OH:28])=[O:27])[CH2:23]1)([C:16]1[CH:21]=[CH:20][CH:19]=[CH:18][CH:17]=1)[C:10]1[CH:15]=[CH:14][CH:13]=[CH:12][CH:11]=1. The product is [CH:9]([N:22]1[CH2:23][CH:24]([C:26]([O:28][CH3:1])=[O:27])[CH2:25]1)([C:16]1[CH:21]=[CH:20][CH:19]=[CH:18][CH:17]=1)[C:10]1[CH:11]=[CH:12][CH:13]=[CH:14][CH:15]=1. The catalyst is CN(C)C=O. (6) The reactants are [Br:1][C:2]1[C:11]([CH2:12][OH:13])=[C:10]2[C:5]([NH:6][C:7]([CH3:17])([CH3:16])[C:8](=[O:15])[N:9]2[CH3:14])=[CH:4][CH:3]=1.[F:18][C:19]1[CH:20]=[CH:21][C:22]([CH3:26])=[C:23](O)[CH:24]=1.C(P(CCCC)CCCC)CCC.N(C(N1CCCCC1)=O)=NC(N1CCCCC1)=O. The catalyst is O1CCCC1.CCCCCC. The product is [Br:1][C:2]1[C:11]([CH2:12][O:13][C:21]2[CH:20]=[C:19]([F:18])[CH:24]=[CH:23][C:22]=2[CH3:26])=[C:10]2[C:5]([NH:6][C:7]([CH3:17])([CH3:16])[C:8](=[O:15])[N:9]2[CH3:14])=[CH:4][CH:3]=1. The yield is 0.820.